From a dataset of Catalyst prediction with 721,799 reactions and 888 catalyst types from USPTO. Predict which catalyst facilitates the given reaction. (1) Reactant: CS([O:5][CH2:6][CH:7]1[CH2:12][CH2:11][N:10]([C:13]2[O:17][N:16]=[C:15]([CH:18]([CH3:20])[CH3:19])[N:14]=2)[CH2:9][CH2:8]1)(=O)=O.[CH3:21][S:22]([C:25]1[CH:30]=[CH:29][C:28]([C:31]2[N:36]=[CH:35][C:34](O)=[CH:33][CH:32]=2)=[CH:27][CH:26]=1)(=[O:24])=[O:23].C(=O)([O-])[O-].[K+].[K+]. Product: [CH3:20][CH:18]([C:15]1[N:14]=[C:13]([N:10]2[CH2:9][CH2:8][CH:7]([CH2:6][O:5][C:34]3[CH:33]=[CH:32][C:31]([C:28]4[CH:29]=[CH:30][C:25]([S:22]([CH3:21])(=[O:23])=[O:24])=[CH:26][CH:27]=4)=[N:36][CH:35]=3)[CH2:12][CH2:11]2)[O:17][N:16]=1)[CH3:19]. The catalyst class is: 9. (2) Reactant: [N+:1]([C:4]1[CH:24]=[CH:23][CH:22]=[CH:21][C:5]=1[CH2:6][NH:7][CH:8]1[CH2:13][CH2:12][N:11]([C:14]([O:16][C:17]([CH3:20])([CH3:19])[CH3:18])=[O:15])[CH2:10][CH2:9]1)([O-])=O. Product: [NH2:1][C:4]1[CH:24]=[CH:23][CH:22]=[CH:21][C:5]=1[CH2:6][NH:7][CH:8]1[CH2:13][CH2:12][N:11]([C:14]([O:16][C:17]([CH3:20])([CH3:18])[CH3:19])=[O:15])[CH2:10][CH2:9]1. The catalyst class is: 5.